Dataset: Full USPTO retrosynthesis dataset with 1.9M reactions from patents (1976-2016). Task: Predict the reactants needed to synthesize the given product. Given the product [OH:15][C:13]1[C:12]2[C:7](=[C:8]([OH:27])[CH:9]=[C:10]([CH2:16][CH2:17][CH2:18][OH:19])[CH:11]=2)[N:6]=[C:5]([C:3]([OH:4])=[O:2])[CH:14]=1, predict the reactants needed to synthesize it. The reactants are: C[O:2][C:3]([C:5]1[CH:14]=[C:13]([OH:15])[C:12]2[C:7](=[C:8]([O:27]CC3C=CC=CC=3)[CH:9]=[C:10]([C:16]#[C:17][CH2:18][O:19]CC3C=CC=CC=3)[CH:11]=2)[N:6]=1)=[O:4].C(OC(C1C=C(OCC2C=CC=CC=2)C2C(=C(OCC3C=CC=CC=3)C=C(C#CCOCC3C=CC=CC=3)C=2)N=1)=O)C1C=CC=CC=1.